Regression. Given a peptide amino acid sequence and an MHC pseudo amino acid sequence, predict their binding affinity value. This is MHC class II binding data. From a dataset of Peptide-MHC class II binding affinity with 134,281 pairs from IEDB. (1) The peptide sequence is EKKYFANTQFEPLAA. The MHC is DRB1_0701 with pseudo-sequence DRB1_0701. The binding affinity (normalized) is 0.815. (2) The peptide sequence is WNTGHDWILADKRPT. The MHC is HLA-DQA10201-DQB10402 with pseudo-sequence HLA-DQA10201-DQB10402. The binding affinity (normalized) is 0.278. (3) The peptide sequence is MWDPDVYLAFSGHRN. The MHC is HLA-DQA10501-DQB10201 with pseudo-sequence HLA-DQA10501-DQB10201. The binding affinity (normalized) is 0.169. (4) The peptide sequence is NNRIWLQFAKLTGFT. The MHC is DRB1_0405 with pseudo-sequence DRB1_0405. The binding affinity (normalized) is 0.270. (5) The peptide sequence is YDKFWANVSTVLTGK. The MHC is DRB1_0404 with pseudo-sequence DRB1_0404. The binding affinity (normalized) is 0.535. (6) The MHC is DRB3_0301 with pseudo-sequence DRB3_0301. The binding affinity (normalized) is 0.327. The peptide sequence is RPRWCDERVSSDQSA. (7) The peptide sequence is DVDIIVDARLDLSST. The MHC is DRB1_1501 with pseudo-sequence DRB1_1501. The binding affinity (normalized) is 0.319.